From a dataset of Full USPTO retrosynthesis dataset with 1.9M reactions from patents (1976-2016). Predict the reactants needed to synthesize the given product. Given the product [P:28]([OH:35])([OH:30])([O:27][CH2:26][C@@H:6]1[C@@H:5]([OH:4])[C@:9]([NH2:10])([CH3:17])[C@H:8]([N:18]2[CH:23]=[CH:22][C:21](=[O:24])[NH:20][C:19]2=[O:25])[O:7]1)=[O:29], predict the reactants needed to synthesize it. The reactants are: C([O:4][C@H:5]1[C@@:9]([CH3:17])([NH:10]C(=O)C(F)(F)F)[C@H:8]([N:18]2[CH:23]=[CH:22][C:21](=[O:24])[NH:20][C:19]2=[O:25])[O:7][C@@H:6]1[CH2:26][O:27][P:28]([O:35]CCC#N)([O:30]CCC#N)=[O:29])(=O)C.[NH4+].[OH-].